This data is from Forward reaction prediction with 1.9M reactions from USPTO patents (1976-2016). The task is: Predict the product of the given reaction. Given the reactants F[C:2]1[CH:9]=[CH:8][C:7]([N+:10]([O-:12])=[O:11])=[CH:6][C:3]=1[CH2:4][OH:5].[NH:13]1[CH2:18][CH2:17][O:16][CH2:15][CH2:14]1, predict the reaction product. The product is: [N:13]1([C:2]2[CH:9]=[CH:8][C:7]([N+:10]([O-:12])=[O:11])=[CH:6][C:3]=2[CH2:4][OH:5])[CH2:18][CH2:17][O:16][CH2:15][CH2:14]1.